This data is from Forward reaction prediction with 1.9M reactions from USPTO patents (1976-2016). The task is: Predict the product of the given reaction. Given the reactants S[C:2]1[S:3][C:4]2[CH:10]=[CH:9][C:8]([O:11][CH3:12])=[CH:7][C:5]=2[N:6]=1.[C:13]1(C)C=CC(S(OC)(=O)=O)=CC=1.[CH3:25][N:26]([CH3:50])[CH2:27][C:28]([NH:30][C:31]1[CH:36]=[CH:35][CH:34]=[C:33]([N:37]=[C:38]2[N:42]([CH2:43][C:44]3[O:45][CH:46]=[CH:47][CH:48]=3)[C:41](=[O:49])[CH2:40][S:39]2)[CH:32]=1)=[O:29], predict the reaction product. The product is: [CH3:25][N:26]([CH3:50])[CH2:27][C:28]([NH:30][C:31]1[CH:36]=[CH:35][CH:34]=[C:33]([N:37]=[C:38]2[N:42]([CH2:43][C:44]3[O:45][CH:46]=[CH:47][CH:48]=3)[C:41](=[O:49])[C:40](=[C:2]3[N:6]([CH3:13])[C:5]4[CH:7]=[C:8]([O:11][CH3:12])[CH:9]=[CH:10][C:4]=4[S:3]3)[S:39]2)[CH:32]=1)=[O:29].